The task is: Predict the reaction yield, written as a fraction of the theoretical maximum amount of product (1.0 means a 100% yield; for example, 0.34 means a 34% yield).. This data is from Reaction yield outcomes from USPTO patents with 853,638 reactions. (1) The reactants are [NH2:1][C:2]1[N:3]([CH3:25])[C:4](=[O:24])[C:5]([C:14]2[CH:19]=[CH:18][C:17]([O:20][CH:21]([F:23])[F:22])=[CH:16][CH:15]=2)([C:7]2[CH:12]=[CH:11][CH:10]=[C:9]([OH:13])[CH:8]=2)[N:6]=1.[CH2:26](O)[CH2:27][CH:28]=[CH2:29].C1C=CC(P(C2C=CC=CC=2)C2C=CC=CC=2)=CC=1.CCOC(/N=N/C(OCC)=O)=O. The catalyst is C1COCC1. The product is [NH2:1][C:2]1[N:3]([CH3:25])[C:4](=[O:24])[C:5]([C:7]2[CH:12]=[CH:11][CH:10]=[C:9]([O:13][CH2:29][CH2:28][CH:27]=[CH2:26])[CH:8]=2)([C:14]2[CH:19]=[CH:18][C:17]([O:20][CH:21]([F:22])[F:23])=[CH:16][CH:15]=2)[N:6]=1. The yield is 0.730. (2) The catalyst is CN(C=O)C.C(OCC)(=O)C.C1C=CC([P]([Pd]([P](C2C=CC=CC=2)(C2C=CC=CC=2)C2C=CC=CC=2)([P](C2C=CC=CC=2)(C2C=CC=CC=2)C2C=CC=CC=2)[P](C2C=CC=CC=2)(C2C=CC=CC=2)C2C=CC=CC=2)(C2C=CC=CC=2)C2C=CC=CC=2)=CC=1. The yield is 0.219. The reactants are [CH3:1][O:2][C:3]1[CH:4]=[C:5]([CH:36]=[CH:37][CH:38]=1)[CH2:6][N:7]1[C:15]2[C:14](=[O:16])[N:13]([CH3:17])[C:12](=[O:18])[N:11]([CH3:19])[C:10]=2[N:9]=[C:8]1[O:20][C:21]1[CH:26]=[CH:25][C:24](B2OC(C)(C)C(C)(C)O2)=[CH:23][CH:22]=1.Br[C:40]1[CH:45]=[CH:44][CH:43]=[CH:42][N:41]=1.C(=O)([O-])[O-].[Cs+].[Cs+]. The product is [CH3:1][O:2][C:3]1[CH:4]=[C:5]([CH:36]=[CH:37][CH:38]=1)[CH2:6][N:7]1[C:15]2[C:14](=[O:16])[N:13]([CH3:17])[C:12](=[O:18])[N:11]([CH3:19])[C:10]=2[N:9]=[C:8]1[O:20][C:21]1[CH:26]=[CH:25][C:24]([C:40]2[CH:45]=[CH:44][CH:43]=[CH:42][N:41]=2)=[CH:23][CH:22]=1. (3) The reactants are [CH3:1][O:2][C:3]1[CH:8]=[CH:7][C:6]([C:9]2[CH2:10][CH:11]([CH3:16])[C:12](=[O:15])[NH:13][N:14]=2)=[CH:5][CH:4]=1. The catalyst is C(#N)C. The product is [CH3:1][O:2][C:3]1[CH:8]=[CH:7][C:6]([C:9]2[CH:10]=[C:11]([CH3:16])[C:12](=[O:15])[NH:13][N:14]=2)=[CH:5][CH:4]=1. The yield is 0.730. (4) The reactants are [CH:1]([C:3]1[NH:7][CH:6]=[C:5]([C:8]([O:10][CH3:11])=[O:9])[CH:4]=1)=[O:2].[CH3:12]C(C)([O-])C.[K+].CI.O. The catalyst is CN(C=O)C. The product is [CH:1]([C:3]1[N:7]([CH3:12])[CH:6]=[C:5]([C:8]([O:10][CH3:11])=[O:9])[CH:4]=1)=[O:2]. The yield is 0.800.